From a dataset of Reaction yield outcomes from USPTO patents with 853,638 reactions. Predict the reaction yield, written as a fraction of the theoretical maximum amount of product (1.0 means a 100% yield; for example, 0.34 means a 34% yield). (1) The reactants are [CH2:1]([C:3]1[C:11]2[N:10]=[CH:9][N:8](C(OC(C)(C)C)=O)[C:7]=2[CH:6]=[CH:5][C:4]=1[N+]([O-])=O)[CH3:2].C(O)(C(F)(F)F)=O.Cl.N([O-])=O.[Na+].[C-]#N.[Na+].[C:37]([Cu])#[N:38]. The catalyst is C(Cl)Cl.O.CCOC(C)=O. The product is [CH2:1]([C:3]1[C:11]2[N:10]=[CH:9][NH:8][C:7]=2[CH:6]=[CH:5][C:4]=1[C:37]#[N:38])[CH3:2]. The yield is 0.760. (2) The reactants are [F:1][C:2]1[CH:3]=[CH:4][CH:5]=[C:6]2[C:11]=1[NH:10][C:9](=O)[CH:8]=[CH:7]2.P(Cl)(Cl)([Cl:15])=O. No catalyst specified. The product is [Cl:15][C:9]1[CH:8]=[CH:7][C:6]2[C:11](=[C:2]([F:1])[CH:3]=[CH:4][CH:5]=2)[N:10]=1. The yield is 0.740. (3) The reactants are CC1C=CC(S(O[CH2:12][C@@H:13]2[CH2:17][O:16][C:15]([CH3:19])([CH3:18])[O:14]2)(=O)=O)=CC=1.[C:20]([C:24]1[NH:25][C:26]2[C:31]([CH:32]=1)=[CH:30][C:29]([N+:33]([O-:35])=[O:34])=[CH:28][CH:27]=2)([CH3:23])([CH3:22])[CH3:21].C([O-])([O-])=O.[Cs+].[Cs+]. The catalyst is CN(C=O)C. The product is [C:20]([C:24]1[N:25]([CH2:12][C@@H:13]2[CH2:17][O:16][C:15]([CH3:18])([CH3:19])[O:14]2)[C:26]2[C:31]([CH:32]=1)=[CH:30][C:29]([N+:33]([O-:35])=[O:34])=[CH:28][CH:27]=2)([CH3:23])([CH3:21])[CH3:22]. The yield is 0.660. (4) The reactants are [C:1]12([C:11](Cl)=[O:12])[CH2:10][CH:5]3[CH2:6][CH:7]([CH2:9][CH:3]([CH2:4]3)[CH2:2]1)[CH2:8]2.N1C=CC=CC=1.[Cl:20][C:21]1[CH:30]=[CH:29][C:24]([C:25](=[N:27]O)[NH2:26])=[CH:23][CH:22]=1. The catalyst is C1(C)C=CC=CC=1. The product is [C:1]12([C:11]3[O:12][N:27]=[C:25]([C:24]4[CH:29]=[CH:30][C:21]([Cl:20])=[CH:22][CH:23]=4)[N:26]=3)[CH2:2][CH:3]3[CH2:4][CH:5]([CH2:6][CH:7]([CH2:9]3)[CH2:8]1)[CH2:10]2. The yield is 0.380. (5) The reactants are [C:1](=[O:4])([O-])[O-].[K+].[K+].[NH:7]1[C:15]2[C:10](=C[CH:12]=[CH:13][CH:14]=2)[CH2:9][CH2:8]1.[CH2:16](I)[CH3:17]. No catalyst specified. The product is [CH2:16]([N:7]1[C:15]2[C:10](=[C:1]([OH:4])[CH:12]=[CH:13][CH:14]=2)[CH2:9][CH2:8]1)[CH3:17]. The yield is 0.230.